Dataset: Catalyst prediction with 721,799 reactions and 888 catalyst types from USPTO. Task: Predict which catalyst facilitates the given reaction. Reactant: [CH2:1]([O:3][C:4](=[O:25])[CH:5]([N:13]([S:15]([C:18]1[CH:23]=[CH:22][C:21]([NH2:24])=[CH:20][CH:19]=1)(=[O:17])=[O:16])[CH3:14])[CH2:6][C:7]1[CH:12]=[CH:11][CH:10]=[CH:9][CH:8]=1)[CH3:2].[N:26]([O-])=O.[Na+].[Cl:30][Sn]Cl. Product: [ClH:30].[CH2:1]([O:3][C:4](=[O:25])[CH:5]([N:13]([S:15]([C:18]1[CH:19]=[CH:20][C:21]([NH:24][NH2:26])=[CH:22][CH:23]=1)(=[O:16])=[O:17])[CH3:14])[CH2:6][C:7]1[CH:8]=[CH:9][CH:10]=[CH:11][CH:12]=1)[CH3:2]. The catalyst class is: 33.